From a dataset of Retrosynthesis with 50K atom-mapped reactions and 10 reaction types from USPTO. Predict the reactants needed to synthesize the given product. (1) Given the product CC[C@H](COC)n1cc(Cl)nc(N2CCc3cc(OC)cc(Cl)c32)c1=O, predict the reactants needed to synthesize it. The reactants are: CC[C@H](COC)n1cc(Cl)nc(Cl)c1=O.COc1cc(Cl)c2c(c1)CCN2. (2) Given the product CN[C@@H](C)C(=O)N[C@H](C(=O)N1c2ncccc2C[C@H]1C(=O)Nc1cc(C)ccc1F)C(C)C, predict the reactants needed to synthesize it. The reactants are: Cc1ccc(F)c(NC(=O)[C@@H]2Cc3cccnc3N2C(=O)[C@@H](NC(=O)[C@H](C)N(C)C(=O)OC(C)(C)C)C(C)C)c1. (3) Given the product C#CCOC(=O)c1cc(OC)c(O)c(OC)c1, predict the reactants needed to synthesize it. The reactants are: C#CCBr.COc1cc(C(=O)O)cc(OC)c1O. (4) Given the product O=C(O)c1c(-c2c(F)cccc2Cl)noc1-c1ccccc1, predict the reactants needed to synthesize it. The reactants are: COC(=O)c1c(-c2c(F)cccc2Cl)noc1-c1ccccc1.